From a dataset of Full USPTO retrosynthesis dataset with 1.9M reactions from patents (1976-2016). Predict the reactants needed to synthesize the given product. (1) Given the product [Cl:1][C:2]1[C:3]([N+:11]([O-:13])=[O:12])=[C:4]([C:5]([C:27]2[CH:26]=[C:25]([CH3:33])[CH:30]=[CH:29][CH:28]=2)=[O:7])[CH:8]=[CH:9][CH:10]=1, predict the reactants needed to synthesize it. The reactants are: [Cl:1][C:2]1[C:3]([N+:11]([O-:13])=[O:12])=[C:4]([CH:8]=[CH:9][CH:10]=1)[C:5]([OH:7])=O.C(Cl)(=O)C(Cl)=O.CN(C=O)C.[C:25]1([CH3:33])[CH:30]=[CH:29][CH:28]=[C:27]([Mg]Br)[CH:26]=1. (2) Given the product [CH3:1][C:2]1([CH2:13][N:14]2[CH2:15][CH2:16][N:17]([C:20]([O:22][CH2:23][C:24]3[CH:25]=[CH:26][C:27]([C:30](=[O:32])[CH3:31])=[CH:28][CH:29]=3)=[O:21])[CH2:18][CH2:19]2)[O:6][C:5]2=[N:7][C:8]([N+:10]([O-:12])=[O:11])=[CH:9][N:4]2[CH2:3]1, predict the reactants needed to synthesize it. The reactants are: [CH3:1][C:2]1([CH2:13][N:14]2[CH2:19][CH2:18][N:17]([C:20]([O:22][CH2:23][C:24]3[CH:29]=[CH:28][C:27]([C:30](OC)([O:32]C)[CH3:31])=[CH:26][CH:25]=3)=[O:21])[CH2:16][CH2:15]2)[O:6][C:5]2=[N:7][C:8]([N+:10]([O-:12])=[O:11])=[CH:9][N:4]2[CH2:3]1.Cl.C(=O)([O-])O.[Na+].